From a dataset of Peptide-MHC class I binding affinity with 185,985 pairs from IEDB/IMGT. Regression. Given a peptide amino acid sequence and an MHC pseudo amino acid sequence, predict their binding affinity value. This is MHC class I binding data. (1) The peptide sequence is WVNCSSMTFL. The MHC is HLA-B08:01 with pseudo-sequence HLA-B08:01. The binding affinity (normalized) is 0. (2) The peptide sequence is VSVSPLFL. The MHC is H-2-Kb with pseudo-sequence H-2-Kb. The binding affinity (normalized) is 0.549. (3) The peptide sequence is MAAVRTTAL. The MHC is HLA-A68:23 with pseudo-sequence HLA-A68:23. The binding affinity (normalized) is 0.834. (4) The peptide sequence is KLPTTQLRR. The MHC is Patr-A0101 with pseudo-sequence Patr-A0101. The binding affinity (normalized) is 1.00. (5) The peptide sequence is VRTNRNELF. The MHC is Mamu-B17 with pseudo-sequence Mamu-B17. The binding affinity (normalized) is 0.371. (6) The peptide sequence is WIDGNQTNI. The MHC is Mamu-A2601 with pseudo-sequence Mamu-A2601. The binding affinity (normalized) is 0.225. (7) The peptide sequence is YQVLVMVPK. The MHC is HLA-A69:01 with pseudo-sequence HLA-A69:01. The binding affinity (normalized) is 0.0847. (8) The peptide sequence is RENQVAVVR. The MHC is HLA-B08:02 with pseudo-sequence HLA-B08:02. The binding affinity (normalized) is 0.0847. (9) The MHC is HLA-A31:01 with pseudo-sequence HLA-A31:01. The peptide sequence is KASMLEKYK. The binding affinity (normalized) is 0.520. (10) The peptide sequence is FRHSVVVPY. The MHC is HLA-A26:03 with pseudo-sequence HLA-A26:03. The binding affinity (normalized) is 0.0847.